This data is from Catalyst prediction with 721,799 reactions and 888 catalyst types from USPTO. The task is: Predict which catalyst facilitates the given reaction. (1) Reactant: CC1C=CC(S(O)(=O)=O)=CC=1.[C:12]([C:16]1[CH:17]=[C:18]([C:26]2[CH:34]=[C:33]([CH3:35])[CH:32]=[C:31]3[C:27]=2[CH2:28][CH:29]([CH3:38])[CH:30]3OC)[CH:19]=[C:20]([C:22]([CH3:25])([CH3:24])[CH3:23])[CH:21]=1)([CH3:15])([CH3:14])[CH3:13]. Product: [C:12]([C:16]1[CH:17]=[C:18]([C:26]2[CH:34]=[C:33]([CH3:35])[CH:32]=[C:31]3[C:27]=2[CH2:28][C:29]([CH3:38])=[CH:30]3)[CH:19]=[C:20]([C:22]([CH3:25])([CH3:24])[CH3:23])[CH:21]=1)([CH3:13])([CH3:14])[CH3:15]. The catalyst class is: 11. (2) Reactant: C([O:3][C:4]([C:6]1[S:10][C:9]([C:11]2[CH:16]=[CH:15][CH:14]=[CH:13][CH:12]=2)=[N:8][C:7]=1[CH2:17][N:18]([CH2:25][C:26]1[CH:31]=[CH:30][C:29]([O:32][CH3:33])=[CH:28][C:27]=1[O:34][CH3:35])[CH2:19][C:20]([O:22][CH2:23][CH3:24])=[O:21])=O)C.CC(C)([O-])C.[K+]. Product: [CH2:23]([O:22][C:20]([CH:19]1[N:18]([CH2:25][C:26]2[CH:31]=[CH:30][C:29]([O:32][CH3:33])=[CH:28][C:27]=2[O:34][CH3:35])[CH2:17][C:7]2[N:8]=[C:9]([C:11]3[CH:16]=[CH:15][CH:14]=[CH:13][CH:12]=3)[S:10][C:6]=2[C:4]1=[O:3])=[O:21])[CH3:24]. The catalyst class is: 1. (3) Reactant: [C:1]([NH:8][C@H:9]([C:11]([NH:13][C@H:14]([C:16]([OH:18])=O)[CH3:15])=[O:12])[CH3:10])([O:3][C:4]([CH3:7])([CH3:6])[CH3:5])=[O:2].CN1CCOCC1.ClC(OCC)=O.[NH2:32][CH2:33][CH2:34][CH2:35][CH2:36][OH:37]. Product: [NH:8]([C:1]([O:3][C:4]([CH3:5])([CH3:6])[CH3:7])=[O:2])[C@H:9]([C:11]([NH:13][C@H:14]([C:16]([NH:32][CH2:33][CH2:34][CH2:35][CH2:36][OH:37])=[O:18])[CH3:15])=[O:12])[CH3:10]. The catalyst class is: 1.